This data is from Reaction yield outcomes from USPTO patents with 853,638 reactions. The task is: Predict the reaction yield, written as a fraction of the theoretical maximum amount of product (1.0 means a 100% yield; for example, 0.34 means a 34% yield). (1) The reactants are CCN(C(C)C)C(C)C.[F:10][C:11]1[CH:12]=[CH:13][C:14]([C:20]([F:23])([F:22])[F:21])=[C:15]([CH:19]=1)[C:16]([OH:18])=O.C1C=CC2N(O)N=NC=2C=1.CCN=C=NCCCN(C)C.Cl.[CH:46]12[CH2:52][CH:49]([NH:50][CH2:51]1)[CH2:48][N:47]2[C:53](=[O:69])[CH2:54][NH:55][C:56]([C:58]1[CH:62]=[C:61]([C:63]2[CH:68]=[CH:67][CH:66]=[CH:65][CH:64]=2)[NH:60][N:59]=1)=[O:57]. The catalyst is CN(C=O)C.O. The product is [F:10][C:11]1[CH:12]=[CH:13][C:14]([C:20]([F:23])([F:22])[F:21])=[C:15]([CH:19]=1)[C:16]([N:50]1[CH2:51][CH:46]2[CH2:52][CH:49]1[CH2:48][N:47]2[C:53](=[O:69])[CH2:54][NH:55][C:56]([C:58]1[CH:62]=[C:61]([C:63]2[CH:68]=[CH:67][CH:66]=[CH:65][CH:64]=2)[NH:60][N:59]=1)=[O:57])=[O:18]. The yield is 0.230. (2) The reactants are [Br:1][C:2]1[C:3]([F:18])=[C:4]([N+:15]([O-])=O)[C:5]([I:14])=[C:6]([C:8]2[CH:13]=[CH:12][CH:11]=[CH:10][N:9]=2)[CH:7]=1.[NH4+].[Cl-]. The catalyst is CO.[Fe]. The product is [Br:1][C:2]1[C:3]([F:18])=[C:4]([C:5]([I:14])=[C:6]([C:8]2[CH:13]=[CH:12][CH:11]=[CH:10][N:9]=2)[CH:7]=1)[NH2:15]. The yield is 0.970. (3) The reactants are [F:1][C:2]([F:10])([F:9])[C:3]1[CH:8]=[CH:7][N:6]=[CH:5][CH:4]=1.[C:11]1([CH3:24])[CH:16]=[C:15]([CH3:17])[CH:14]=[C:13]([CH3:18])[C:12]=1[S:19]([O:22][NH2:23])(=[O:21])=[O:20]. The catalyst is C(Cl)Cl. The product is [CH3:18][C:13]1[CH:14]=[C:15]([CH3:17])[CH:16]=[C:11]([CH3:24])[C:12]=1[S:19]([O-:22])(=[O:21])=[O:20].[NH2:23][N+:6]1[CH:7]=[CH:8][C:3]([C:2]([F:10])([F:9])[F:1])=[CH:4][CH:5]=1. The yield is 1.00. (4) The reactants are [Cl:1][C:2]1[CH:7]=[CH:6][C:5]([CH:8]([CH2:13][C:14]([OH:16])=[O:15])[CH2:9][C:10]([OH:12])=[O:11])=[CH:4][CH:3]=1.[C:17](OC(=O)C)(=O)[CH3:18].C(N(CC)CC)C. No catalyst specified. The product is [CH2:17]([O:11][C:10](=[O:12])[CH2:9][CH:8]([C:5]1[CH:6]=[CH:7][C:2]([Cl:1])=[CH:3][CH:4]=1)[CH2:13][C:14]([OH:16])=[O:15])[CH3:18]. The yield is 0.700. (5) The reactants are [CH3:1][O:2][C:3](/[CH:5]=[CH:6]/[C:7]([O:9][CH2:10][C:11]([OH:13])=O)=[O:8])=[O:4].C(Cl)(=O)C(Cl)=O.CN(C)C=O.[C:25]([O:29][C:30](=[O:33])[CH2:31][NH2:32])([CH3:28])([CH3:27])[CH3:26]. The catalyst is ClCCl.CN(C1C=CN=CC=1)C. The product is [C:7]([O:9][CH2:10][C:11](=[O:13])[NH:32][CH2:31][C:30]([O:29][C:25]([CH3:28])([CH3:27])[CH3:26])=[O:33])(=[O:8])/[CH:6]=[CH:5]/[C:3]([O:2][CH3:1])=[O:4]. The yield is 0.200. (6) The reactants are [NH2:1][C:2]1[N:7]=[CH:6][C:5]([O:8][C:9]2[CH:10]=[C:11]([NH:15][C:16](=[O:28])[C:17]3[CH:22]=[CH:21][CH:20]=[C:19]([C:23]([C:26]#[N:27])([CH3:25])[CH3:24])[CH:18]=3)[CH:12]=[CH:13][CH:14]=2)=[CH:4][CH:3]=1.[CH3:29][C:30]1[CH:35]=[CH:34][C:33]([S:36](Cl)(=[O:38])=[O:37])=[CH:32][CH:31]=1.O. The catalyst is N1C=CC=CC=1. The product is [C:26]([C:23]([C:19]1[CH:18]=[C:17]([CH:22]=[CH:21][CH:20]=1)[C:16]([NH:15][C:11]1[CH:12]=[CH:13][CH:14]=[C:9]([O:8][C:5]2[CH:6]=[N:7][C:2]([NH:1][S:36]([C:33]3[CH:34]=[CH:35][C:30]([CH3:29])=[CH:31][CH:32]=3)(=[O:38])=[O:37])=[CH:3][CH:4]=2)[CH:10]=1)=[O:28])([CH3:24])[CH3:25])#[N:27]. The yield is 0.990.